From a dataset of NCI-60 drug combinations with 297,098 pairs across 59 cell lines. Regression. Given two drug SMILES strings and cell line genomic features, predict the synergy score measuring deviation from expected non-interaction effect. (1) Drug 1: CNC(=O)C1=CC=CC=C1SC2=CC3=C(C=C2)C(=NN3)C=CC4=CC=CC=N4. Drug 2: CCC1(CC2CC(C3=C(CCN(C2)C1)C4=CC=CC=C4N3)(C5=C(C=C6C(=C5)C78CCN9C7C(C=CC9)(C(C(C8N6C=O)(C(=O)OC)O)OC(=O)C)CC)OC)C(=O)OC)O.OS(=O)(=O)O. Cell line: UACC62. Synergy scores: CSS=40.3, Synergy_ZIP=4.33, Synergy_Bliss=7.36, Synergy_Loewe=-2.75, Synergy_HSA=6.56. (2) Drug 1: CN(C)N=NC1=C(NC=N1)C(=O)N. Drug 2: C1=CC(=CC=C1C#N)C(C2=CC=C(C=C2)C#N)N3C=NC=N3. Cell line: HS 578T. Synergy scores: CSS=-10.7, Synergy_ZIP=0.925, Synergy_Bliss=-2.71, Synergy_Loewe=-7.00, Synergy_HSA=-6.11. (3) Drug 1: CS(=O)(=O)CCNCC1=CC=C(O1)C2=CC3=C(C=C2)N=CN=C3NC4=CC(=C(C=C4)OCC5=CC(=CC=C5)F)Cl. Drug 2: CC12CCC3C(C1CCC2O)C(CC4=C3C=CC(=C4)O)CCCCCCCCCS(=O)CCCC(C(F)(F)F)(F)F. Cell line: EKVX. Synergy scores: CSS=1.70, Synergy_ZIP=5.39, Synergy_Bliss=1.95, Synergy_Loewe=-4.74, Synergy_HSA=-0.484. (4) Cell line: OVCAR-4. Drug 2: CCC1=C2CN3C(=CC4=C(C3=O)COC(=O)C4(CC)O)C2=NC5=C1C=C(C=C5)O. Synergy scores: CSS=0.395, Synergy_ZIP=-1.47, Synergy_Bliss=-2.56, Synergy_Loewe=-2.16, Synergy_HSA=-2.72. Drug 1: CCC1(CC2CC(C3=C(CCN(C2)C1)C4=CC=CC=C4N3)(C5=C(C=C6C(=C5)C78CCN9C7C(C=CC9)(C(C(C8N6C)(C(=O)OC)O)OC(=O)C)CC)OC)C(=O)OC)O.OS(=O)(=O)O.